Dataset: Reaction yield outcomes from USPTO patents with 853,638 reactions. Task: Predict the reaction yield, written as a fraction of the theoretical maximum amount of product (1.0 means a 100% yield; for example, 0.34 means a 34% yield). The reactants are [S:1](Cl)([C:4]1[CH:10]=[CH:9][C:7]([CH3:8])=[CH:6][CH:5]=1)(=[O:3])=[O:2].[OH:12][CH2:13][CH2:14][O:15][CH2:16][CH2:17][O:18][CH2:19][CH2:20][O:21][C:22]1[CH:27]=[CH:26][C:25](/[CH:28]=[CH:29]/[C:30]2[CH:35]=[CH:34][C:33]([N:36]([CH3:38])[CH3:37])=[CH:32][CH:31]=2)=[CH:24][N:23]=1.O. The catalyst is N1C=CC=CC=1. The product is [S:1]([O:12][CH2:13][CH2:14][O:15][CH2:16][CH2:17][O:18][CH2:19][CH2:20][O:21][C:22]1[CH:27]=[CH:26][C:25](/[CH:28]=[CH:29]/[C:30]2[CH:35]=[CH:34][C:33]([N:36]([CH3:38])[CH3:37])=[CH:32][CH:31]=2)=[CH:24][N:23]=1)([C:4]1[CH:10]=[CH:9][C:7]([CH3:8])=[CH:6][CH:5]=1)(=[O:3])=[O:2]. The yield is 0.410.